Dataset: Forward reaction prediction with 1.9M reactions from USPTO patents (1976-2016). Task: Predict the product of the given reaction. (1) Given the reactants [CH2:1]([O:3][C:4]1[CH:5]=[C:6]([CH:12]([N:18]2[C:26](=[O:27])[C:25]3[C:20](=[CH:21][CH:22]=[CH:23][C:24]=3[NH2:28])[C:19]2=[O:29])[CH2:13][S:14]([CH3:17])(=[O:16])=[O:15])[CH:7]=[CH:8][C:9]=1[O:10][CH3:11])[CH3:2].[Br:30][CH:31](C)[C:32](Cl)=O.[CH3:36][OH:37], predict the reaction product. The product is: [Br:30][CH2:31][CH2:32][C:36]([NH:28][C:24]1[CH:23]=[CH:22][CH:21]=[C:20]2[C:25]=1[C:26](=[O:27])[N:18]([CH:12]([C:6]1[CH:7]=[CH:8][C:9]([O:10][CH3:11])=[C:4]([O:3][CH2:1][CH3:2])[CH:5]=1)[CH2:13][S:14]([CH3:17])(=[O:16])=[O:15])[C:19]2=[O:29])=[O:37]. (2) Given the reactants Br[C:2]1[C:3]([NH:9][C:10](=[O:13])[CH2:11]I)=[N:4][CH:5]=[C:6]([Br:8])[N:7]=1.C(N(C(C)C)CC)(C)C.[O:23]1[CH2:28][CH2:27][CH:26]([NH2:29])[CH2:25][CH2:24]1, predict the reaction product. The product is: [Br:8][C:6]1[N:7]=[C:2]2[N:29]([CH:26]3[CH2:27][CH2:28][O:23][CH2:24][CH2:25]3)[CH2:11][C:10](=[O:13])[NH:9][C:3]2=[N:4][CH:5]=1.